Dataset: B-cell epitopes from IEDB database with 3,159 antigens for binding position prediction. Task: Token-level Classification. Given an antigen amino acid sequence, predict which amino acid positions are active epitope sites capable of antibody binding. Output is a list of indices for active positions. (1) The epitope positions are: [86, 87, 88, 89, 90, 91, 92, 93, 94, 95, 96, 97, 98, 99, 100]. The amino acids at these positions are: GCKVLKCPIKKGEAL. Given the antigen sequence: MMKFIALFALVAVASAGKMTFKDCGHGEVTELDISGCSGDTCVIHRGQKMTLDAKFAANQDTNKVTIKVLAKVAGTTIQVPGLETDGCKVLKCPIKKGEALDFNYGMTIPAITPKIKVDVTAELVGDHGVMACGTIHGQVE, which amino acid positions are active epitope sites? (2) Given the antigen sequence: MTAMEESQSDISLELPLSQETFSGLWKLLPPEDILPSPHCMDDLLLPRDVEEFFEGPSEALRVSGAPAAQDPVTETPGQWPAPATPWPLSSFVPSQKTYQGNYGFHLGFLQSGTAKSVMCTYSPPLNKLFCQLAKTCPVQLWVSATPPAGSRVRAMAIYKKSQHMTEVVRRCPHHERCSDGDGLAPPQHLIRVEGNLYPEYLEDRQTFRHSVVVPYEPPEAGSEYTTIHYKYMCNSSCMGGMNRRPILTIITLEDSSGNLLGRDSFEVRVCACPGRDRRTEEENFRKKEVLCPELPPGSAKRALPTCTSASPPQKKKPLDGEYFTLKIRGRKRFEMFRELNEALELKDAHATEESGDSRAHSSYLKTKKGQSTSRHKKTMVKKVGPDSD, which amino acid positions are active epitope sites? The epitope positions are: [8, 9, 10, 11, 12, 13, 14, 15, 16, 17, 18, 19, 20, 21, 22, 23, 24]. The amino acids at these positions are: SDISLELPLSQETFSGL. (3) Given the antigen sequence: MFSMRIVCLVLSVVGTAWTADSGEGDFLAEGGGVRGPRVVERHQSACKDSDWPFCSDEDWNYKCPSGCRMKGLIDEVNQDFTNRINKLKNSLFEYQKNNKDSHSLTTNIMEILRGDFSSANNRDNTYNRVSEDLRSRIEVLKRKVIEKVQHIQLLQKNVRAQLVDMKRLEVDIDIKIRSCRGSWSRALAREVDLKDYEDQQKQLEQVIAKDLLPSRDRQHLPLIKMKPVPDLVPGNFKSQLQKVPPEWKALTDMPQMRMELERPGGNEITRGGSTSYGTGSETESPRNPSSAGSWNSGSSGPGSTGNRNPGSSGTGGTATWKPGSSGPGSAGSWNSGSSGTGSTGNQNPGSPRPGSTGTWNPGSSERGSAGHWTSESSVSGSTGQWHSESGSFRPDSPGSGNARPNNPDWGTFEEVSGNVSPGTRREYHTEKLVTSKGDKELRTGKEKVTSGSTTTTRRSCSKTVTKTVIGPDGHKEVTKEVVTSEDGSDCPEAMDLGTL..., which amino acid positions are active epitope sites? The epitope positions are: [562, 563, 564, 565, 566, 567, 568, 569, 570, 571, 572, 573, 574, 575, 576, 577, 578, 579, 580, 581... (21 total positions)]. The amino acids at these positions are: HHPGIAEFPSRGKSSSYSKQF. (4) The epitope positions are: [36, 37, 38, 39, 40, 41, 42, 43, 44, 45, 46, 47, 48, 49]. The amino acids at these positions are: YTTYGCYCGWGGQG. Given the antigen sequence: MRTLWIMAVLLVGVEGDLWQFGQMILKETGKLPFPYYTTYGCYCGWGGQGQPKDATDRCCFVHDCCYGKLTNCKPKTDRYSYSRENGVIICGEGTPCEKQICECDKAAAVCFRENLRTYKKRYMAYPDVLCKKPAEKC, which amino acid positions are active epitope sites? (5) Given the antigen sequence: MTQFLPPNLLALFAPRDPIPYLPPLEKLPHEKHHNQPYCGIAPYIREFEDPRDAPPPTRAETREERMERKRREKIERRQQEVETELKMWDPHNDPNAQGDAFKTLFVARVNYDTTESKLRREFEVYGPIKRIHMVYSKRSGKPRGYAFIEYEHERDMHSAYKHADGKKIDGRRVLVDVERGRTVKGWRPRRLGGGLGGTRRGGADVNIRHSGRDDTSRYDERPGPSPLPHRDRDRDRERERRERSRERDKERERRRSRSRDRRRRSRSRDKEERRRSRERSKDKDRDRKRRSSRSRERARRERERKEELRGGGGDMAEPSEAGDAPPDDGPPGELGPDGPDGPEEKGRDRDRERRRSHRSERERRRDRDRDRDRDREHKRGERGSERGRDEARGGGGGQDNGLEGLGNDSRDMYMESEGGDGYLAPENGYLMEAAPE, which amino acid positions are active epitope sites? The epitope positions are: [230, 231, 232, 233, 234, 235, 236, 237]. The amino acids at these positions are: RDRDRDRE.